From a dataset of hERG Central: cardiac toxicity at 1µM, 10µM, and general inhibition. Predict hERG channel inhibition at various concentrations. (1) The drug is Cc1nonc1C(=O)N1CCCC(N2CCN(c3ccc(F)cc3)CC2)C1. Results: hERG_inhib (hERG inhibition (general)): blocker. (2) The molecule is COC(=O)c1ccc(C2/C(=C(\O)c3ccc4c(c3)OCCO4)C(=O)C(=O)N2CCCN(C)C)cc1. Results: hERG_inhib (hERG inhibition (general)): blocker. (3) The compound is FC(F)(F)c1cccc(-c2nnc3ccc(C(F)(F)F)cn23)c1. Results: hERG_inhib (hERG inhibition (general)): blocker. (4) The compound is COCC(C)N1CCC(Oc2cccc(C(=O)NCCc3ccccc3)c2)CC1. Results: hERG_inhib (hERG inhibition (general)): blocker. (5) Results: hERG_inhib (hERG inhibition (general)): blocker. The molecule is CC1CCC(C(C)C)C(OC(=O)Cn2c(COc3ccccc3)[n+](C)c3ccccc32)C1.[Cl-]. (6) The molecule is Cl.O=C(CN1CCN(C2CCCCC2)CC1)Nc1ccccc1-c1ccccc1. Results: hERG_inhib (hERG inhibition (general)): blocker. (7) The compound is O=C(NCC(c1cccnc1)N1CCN(c2ccc(F)cc2)CC1)c1ccc2c(c1)OCO2. Results: hERG_inhib (hERG inhibition (general)): blocker.